This data is from Reaction yield outcomes from USPTO patents with 853,638 reactions. The task is: Predict the reaction yield, written as a fraction of the theoretical maximum amount of product (1.0 means a 100% yield; for example, 0.34 means a 34% yield). (1) The yield is 0.320. The reactants are [N:1]1[CH:6]=[CH:5][C:4]([NH:7][C:8]2[CH:16]=[CH:15][C:11]([C:12]([OH:14])=O)=[CH:10][CH:9]=2)=[CH:3][CH:2]=1.CN(C=O)C.[N+:22]([C:25]1[CH:31]=[CH:30][C:28]([NH2:29])=[CH:27][CH:26]=1)([O-:24])=[O:23].N. The catalyst is O=S(Cl)Cl.O.CCN(CC)CC.N1C=CC=CC=1. The product is [N+:22]([C:25]1[CH:31]=[CH:30][C:28]([NH:29][C:12](=[O:14])[C:11]2[CH:10]=[CH:9][C:8]([NH:7][C:4]3[CH:3]=[CH:2][N:1]=[CH:6][CH:5]=3)=[CH:16][CH:15]=2)=[CH:27][CH:26]=1)([O-:24])=[O:23]. (2) The reactants are O.O.[Sn](Cl)Cl.[N+:6]([C:9]1[CH:14]=[CH:13][C:12]([C:15]2[N:16]=[C:17]([N:27]3[CH2:32][CH2:31][O:30][CH2:29][CH2:28]3)[C:18]3[N:24]=[CH:23][C:22]([CH:25]=[CH2:26])=[CH:21][C:19]=3[N:20]=2)=[CH:11][CH:10]=1)([O-])=O. The catalyst is C(O)C. The product is [O:30]1[CH2:29][CH2:28][N:27]([C:17]2[C:18]3[N:24]=[CH:23][C:22]([CH:25]=[CH2:26])=[CH:21][C:19]=3[N:20]=[C:15]([C:12]3[CH:11]=[CH:10][C:9]([NH2:6])=[CH:14][CH:13]=3)[N:16]=2)[CH2:32][CH2:31]1. The yield is 0.190.